This data is from Forward reaction prediction with 1.9M reactions from USPTO patents (1976-2016). The task is: Predict the product of the given reaction. Given the reactants COC1C=CC(C[N:8]2[CH:12]=[C:11]([C:13]3[N:14]=[C:15]([O:20][C:21]4[CH:26]=[CH:25][CH:24]=[CH:23][N:22]=4)[S:16][C:17]=3[C:18]#[N:19])[CH:10]=[N:9]2)=CC=1, predict the reaction product. The product is: [NH:8]1[CH:12]=[C:11]([C:13]2[N:14]=[C:15]([O:20][C:21]3[CH:26]=[CH:25][CH:24]=[CH:23][N:22]=3)[S:16][C:17]=2[C:18]#[N:19])[CH:10]=[N:9]1.